Dataset: Forward reaction prediction with 1.9M reactions from USPTO patents (1976-2016). Task: Predict the product of the given reaction. (1) Given the reactants [C:1]([C:4]1[CH:5]=[N:6][C:7]2[C:12]([C:13]=1[NH:14][C@H:15]1[CH2:20][CH2:19][C@H:18]([CH2:21][N:22]3[CH2:27][CH2:26][N:25](C(OC(C)(C)C)=O)[CH2:24][CH2:23]3)[CH2:17][CH2:16]1)=[CH:11][C:10]([C:35]1[CH:40]=[C:39]([Cl:41])[C:38]([OH:42])=[C:37]([Cl:43])[CH:36]=1)=[CH:9][CH:8]=2)(=[O:3])[CH3:2].[ClH:44], predict the reaction product. The product is: [ClH:41].[ClH:44].[Cl:41][C:39]1[CH:40]=[C:35]([C:10]2[CH:11]=[C:12]3[C:7](=[CH:8][CH:9]=2)[N:6]=[CH:5][C:4]([C:1](=[O:3])[CH3:2])=[C:13]3[NH:14][C@H:15]2[CH2:20][CH2:19][C@H:18]([CH2:21][N:22]3[CH2:27][CH2:26][NH:25][CH2:24][CH2:23]3)[CH2:17][CH2:16]2)[CH:36]=[C:37]([Cl:43])[C:38]=1[OH:42]. (2) Given the reactants Cl[C:2]1[C:7]([C:8]#[N:9])=[C:6]([C:10]2[CH:15]=[CH:14][N:13]=[C:12]([Cl:16])[CH:11]=2)[N:5]=[C:4]([NH:17][CH:18]2[CH2:20][CH2:19]2)[N:3]=1.[SH:21][CH2:22][C:23]([NH2:25])=[O:24].C(=O)([O-])[O-].[Na+].[Na+].[OH-].[Na+], predict the reaction product. The product is: [NH2:9][C:8]1[C:7]2[C:6]([C:10]3[CH:15]=[CH:14][N:13]=[C:12]([Cl:16])[CH:11]=3)=[N:5][C:4]([NH:17][CH:18]3[CH2:20][CH2:19]3)=[N:3][C:2]=2[S:21][C:22]=1[C:23]([NH2:25])=[O:24].